Dataset: Catalyst prediction with 721,799 reactions and 888 catalyst types from USPTO. Task: Predict which catalyst facilitates the given reaction. (1) Reactant: C(C1C(=O)C(Cl)=C(Cl)C(=O)C=1C#N)#N.C1C=CC(P(C2C=CC=CC=2)C2C=CC=CC=2)=CC=1.[Br:34][C:35]1[CH:44]=[C:43]2[C:38]([NH:39][CH2:40][C@H:41]([CH2:45][CH2:46]O)[NH:42]2)=[CH:37][CH:36]=1. Product: [Br:34][C:35]1[CH:36]=[CH:37][C:38]2[N:39]3[CH2:40][C@@H:41]([NH:42][C:43]=2[CH:44]=1)[CH2:45][CH2:46]3. The catalyst class is: 2. (2) Reactant: NC(C)[CH2:3][C:4]1[CH:16]=[C:15]([Br:17])[CH:14]=[CH:13][C:5]=1[C:6]([N:8](CC)[CH2:9][CH3:10])=[O:7].O.C1(C)C=CC(S(O)(=O)=O)=CC=1. Product: [Br:17][C:15]1[CH:16]=[C:4]2[C:5](=[CH:13][CH:14]=1)[C:6](=[O:7])[NH:8][CH:9]([CH3:10])[CH2:3]2. The catalyst class is: 113. (3) Reactant: [OH:1][C:2]1[CH:15]=[CH:14][C:5]2[N:6]=[C:7]([NH:9][C:10](=[O:13])OC)[S:8][C:4]=2[CH:3]=1.[N:16]1([CH2:22][CH2:23][NH2:24])[CH2:21][CH2:20][O:19][CH2:18][CH2:17]1. Product: [OH:1][C:2]1[CH:15]=[CH:14][C:5]2[N:6]=[C:7]([NH:9][C:10]([NH:24][CH2:23][CH2:22][N:16]3[CH2:21][CH2:20][O:19][CH2:18][CH2:17]3)=[O:13])[S:8][C:4]=2[CH:3]=1. The catalyst class is: 60.